This data is from TCR-epitope binding with 47,182 pairs between 192 epitopes and 23,139 TCRs. The task is: Binary Classification. Given a T-cell receptor sequence (or CDR3 region) and an epitope sequence, predict whether binding occurs between them. (1) The epitope is LLDFVRFMGV. The TCR CDR3 sequence is CASSPGTEEKLFF. Result: 0 (the TCR does not bind to the epitope). (2) The epitope is KRWIILGLNK. The TCR CDR3 sequence is CASSQGTTDTQYF. Result: 1 (the TCR binds to the epitope).